This data is from NCI-60 drug combinations with 297,098 pairs across 59 cell lines. The task is: Regression. Given two drug SMILES strings and cell line genomic features, predict the synergy score measuring deviation from expected non-interaction effect. (1) Drug 1: CC1=C(C=C(C=C1)NC2=NC=CC(=N2)N(C)C3=CC4=NN(C(=C4C=C3)C)C)S(=O)(=O)N.Cl. Drug 2: CCC(=C(C1=CC=CC=C1)C2=CC=C(C=C2)OCCN(C)C)C3=CC=CC=C3.C(C(=O)O)C(CC(=O)O)(C(=O)O)O. Cell line: SF-295. Synergy scores: CSS=4.18, Synergy_ZIP=-1.86, Synergy_Bliss=-1.04, Synergy_Loewe=0.677, Synergy_HSA=0.356. (2) Drug 1: CC12CCC3C(C1CCC2=O)CC(=C)C4=CC(=O)C=CC34C. Drug 2: CN(CCCl)CCCl.Cl. Cell line: OVCAR-4. Synergy scores: CSS=8.28, Synergy_ZIP=1.29, Synergy_Bliss=2.61, Synergy_Loewe=-0.458, Synergy_HSA=0.901. (3) Drug 1: CC1=C2C(C(=O)C3(C(CC4C(C3C(C(C2(C)C)(CC1OC(=O)C(C(C5=CC=CC=C5)NC(=O)OC(C)(C)C)O)O)OC(=O)C6=CC=CC=C6)(CO4)OC(=O)C)OC)C)OC. Drug 2: C1=CN(C(=O)N=C1N)C2C(C(C(O2)CO)O)O.Cl. Cell line: LOX IMVI. Synergy scores: CSS=18.8, Synergy_ZIP=-11.5, Synergy_Bliss=-13.3, Synergy_Loewe=-13.0, Synergy_HSA=-7.99. (4) Drug 1: CC=C1C(=O)NC(C(=O)OC2CC(=O)NC(C(=O)NC(CSSCCC=C2)C(=O)N1)C(C)C)C(C)C. Drug 2: C1CCC(C(C1)N)N.C(=O)(C(=O)[O-])[O-].[Pt+4]. Cell line: MOLT-4. Synergy scores: CSS=75.4, Synergy_ZIP=1.93, Synergy_Bliss=2.59, Synergy_Loewe=-3.84, Synergy_HSA=-0.364. (5) Drug 2: C1=CC(=CC=C1C#N)C(C2=CC=C(C=C2)C#N)N3C=NC=N3. Drug 1: CC1=CC2C(CCC3(C2CCC3(C(=O)C)OC(=O)C)C)C4(C1=CC(=O)CC4)C. Synergy scores: CSS=0.847, Synergy_ZIP=-0.710, Synergy_Bliss=-1.47, Synergy_Loewe=-3.41, Synergy_HSA=-2.99. Cell line: IGROV1. (6) Drug 1: C1=CC(=CC=C1CCC2=CNC3=C2C(=O)NC(=N3)N)C(=O)NC(CCC(=O)O)C(=O)O. Drug 2: CC(CN1CC(=O)NC(=O)C1)N2CC(=O)NC(=O)C2. Cell line: A498. Synergy scores: CSS=35.1, Synergy_ZIP=-1.72, Synergy_Bliss=-0.533, Synergy_Loewe=5.05, Synergy_HSA=6.28. (7) Drug 1: C1=CC(=CC=C1CCCC(=O)O)N(CCCl)CCCl. Drug 2: C1=NC2=C(N=C(N=C2N1C3C(C(C(O3)CO)O)O)F)N. Cell line: SR. Synergy scores: CSS=29.0, Synergy_ZIP=-4.61, Synergy_Bliss=-11.1, Synergy_Loewe=-19.4, Synergy_HSA=-10.6. (8) Drug 1: C1CCN(CC1)CCOC2=CC=C(C=C2)C(=O)C3=C(SC4=C3C=CC(=C4)O)C5=CC=C(C=C5)O. Drug 2: CCN(CC)CCNC(=O)C1=C(NC(=C1C)C=C2C3=C(C=CC(=C3)F)NC2=O)C. Cell line: HS 578T. Synergy scores: CSS=-6.85, Synergy_ZIP=6.83, Synergy_Bliss=10.6, Synergy_Loewe=0.827, Synergy_HSA=0.937. (9) Drug 1: CC1=C(N=C(N=C1N)C(CC(=O)N)NCC(C(=O)N)N)C(=O)NC(C(C2=CN=CN2)OC3C(C(C(C(O3)CO)O)O)OC4C(C(C(C(O4)CO)O)OC(=O)N)O)C(=O)NC(C)C(C(C)C(=O)NC(C(C)O)C(=O)NCCC5=NC(=CS5)C6=NC(=CS6)C(=O)NCCC[S+](C)C)O. Drug 2: CN1C2=C(C=C(C=C2)N(CCCl)CCCl)N=C1CCCC(=O)O.Cl. Cell line: MCF7. Synergy scores: CSS=13.2, Synergy_ZIP=-1.22, Synergy_Bliss=3.26, Synergy_Loewe=-9.52, Synergy_HSA=1.34. (10) Drug 1: C1CCC(CC1)NC(=O)N(CCCl)N=O. Drug 2: C1C(C(OC1N2C=NC3=C2NC=NCC3O)CO)O. Cell line: UACC62. Synergy scores: CSS=29.9, Synergy_ZIP=-8.78, Synergy_Bliss=-0.461, Synergy_Loewe=-5.23, Synergy_HSA=-0.333.